From a dataset of hERG Central: cardiac toxicity at 1µM, 10µM, and general inhibition. Predict hERG channel inhibition at various concentrations. (1) The drug is Cc1cccc(Cn2c(=O)c3c(nc4n3CCN4Cc3ccco3)n(C)c2=O)c1. Results: hERG_inhib (hERG inhibition (general)): blocker. (2) The compound is O=C(CCCCCn1c(=O)[nH]c2ccccc2c1=O)N1CCN(Cc2ccc3c(c2)OCO3)CC1. Results: hERG_inhib (hERG inhibition (general)): blocker. (3) The molecule is Cc1c2cnn(CC(=O)NCCCN3CC(C)CC(C)C3)c(=O)c2c(C)n1Cc1ccc(Cl)cc1. Results: hERG_inhib (hERG inhibition (general)): blocker. (4) The molecule is O=C(c1ccccc1F)N1CCN(Cc2nc3sc4c(c3c(=O)[nH]2)CCCC4)CC1. Results: hERG_inhib (hERG inhibition (general)): blocker. (5) The molecule is CCCN1CCC(=O)N([C@H](COc2ccccc2)Cc2ccccc2)CC1. Results: hERG_inhib (hERG inhibition (general)): blocker. (6) The molecule is OC(CNCC1(N2CCCCC2)CCCCC1)COc1ccc(Cl)cc1Cl. Results: hERG_inhib (hERG inhibition (general)): blocker.